From a dataset of Catalyst prediction with 721,799 reactions and 888 catalyst types from USPTO. Predict which catalyst facilitates the given reaction. (1) Reactant: Br[C:2]1[O:6][C:5]([CH3:7])=[C:4]([CH:8]=[O:9])[CH:3]=1.[Cl:10][C:11]1[CH:12]=[C:13](B(O)O)[CH:14]=[N:15][CH:16]=1.C(=O)([O-])[O-].[Na+].[Na+].COCCOC. Product: [Cl:10][C:11]1[CH:12]=[C:13]([C:2]2[O:6][C:5]([CH3:7])=[C:4]([CH:8]=[O:9])[CH:3]=2)[CH:14]=[N:15][CH:16]=1. The catalyst class is: 103. (2) Reactant: Cl.[CH3:2][NH:3][CH3:4].[N+:5]([C:8]1[CH:16]=[CH:15][C:11]([CH2:12][CH2:13]Br)=[CH:10][CH:9]=1)([O-:7])=[O:6].C(N(CC)C(C)C)(C)C.ClCCl. Product: [CH3:2][N:3]([CH3:4])[CH2:13][CH2:12][C:11]1[CH:15]=[CH:16][C:8]([N+:5]([O-:7])=[O:6])=[CH:9][CH:10]=1. The catalyst class is: 35. (3) Reactant: [N:1]([CH:4]1[CH2:9][CH2:8][N:7]([C:10]([O:12][CH2:13][C:14]2[CH:19]=[CH:18][CH:17]=[CH:16][CH:15]=2)=[O:11])[CH2:6][CH:5]1OS(C)(=O)=O)=[N+:2]=[N-:3].[N-:25]=[N+:26]=[N-:27].[Na+]. Product: [N:25]([CH:5]1[CH:4]([N:1]=[N+:2]=[N-:3])[CH2:9][CH2:8][N:7]([C:10]([O:12][CH2:13][C:14]2[CH:19]=[CH:18][CH:17]=[CH:16][CH:15]=2)=[O:11])[CH2:6]1)=[N+:26]=[N-:27]. The catalyst class is: 31. (4) The catalyst class is: 89. Reactant: C(OC(=O)[NH:7][C:8]1[CH2:9][O:10][CH2:11][C:12]([C:18]2[CH:23]=[C:22]([NH:24][C:25]([C:27]3[CH:32]=[CH:31][C:30]([Cl:33])=[CH:29][N:28]=3)=[O:26])[CH:21]=[CH:20][C:19]=2[F:34])([C:14]([F:17])([F:16])[F:15])[N:13]=1)(C)(C)C. Product: [NH2:7][C:8]1[CH2:9][O:10][CH2:11][C:12]([C:18]2[CH:23]=[C:22]([NH:24][C:25]([C:27]3[CH:32]=[CH:31][C:30]([Cl:33])=[CH:29][N:28]=3)=[O:26])[CH:21]=[CH:20][C:19]=2[F:34])([C:14]([F:17])([F:16])[F:15])[N:13]=1.